Predict the reaction yield, written as a fraction of the theoretical maximum amount of product (1.0 means a 100% yield; for example, 0.34 means a 34% yield). From a dataset of Reaction yield outcomes from USPTO patents with 853,638 reactions. (1) The reactants are [C:1]([NH:24][CH:25]([CH2:40][CH:41]([CH3:43])[CH3:42])[C:26]([NH:28][C:29]1[CH:30]=[CH:31][C:32]([OH:39])=[C:33]([CH:38]=1)[C:34]([O:36]C)=[O:35])=[O:27])(=[O:23])[CH2:2][CH2:3][CH:4]=[CH:5][CH2:6][CH:7]=[CH:8][CH2:9][CH:10]=[CH:11][CH2:12][CH:13]=[CH:14][CH2:15][CH:16]=[CH:17][CH2:18][CH:19]=[CH:20][CH2:21][CH3:22].[OH-].[Na+].Cl. The catalyst is CO. The product is [C:1]([NH:24][CH:25]([CH2:40][CH:41]([CH3:42])[CH3:43])[C:26]([NH:28][C:29]1[CH:30]=[CH:31][C:32]([OH:39])=[C:33]([CH:38]=1)[C:34]([OH:36])=[O:35])=[O:27])(=[O:23])[CH2:2][CH2:3][CH:4]=[CH:5][CH2:6][CH:7]=[CH:8][CH2:9][CH:10]=[CH:11][CH2:12][CH:13]=[CH:14][CH2:15][CH:16]=[CH:17][CH2:18][CH:19]=[CH:20][CH2:21][CH3:22]. The yield is 0.610. (2) The reactants are Cl.[NH2:2][C:3]1[C:11]([OH:12])=[C:10]2[C:6]([CH2:7][CH2:8][CH:9]2[CH2:13][CH2:14][NH:15][C:16](=[O:18])[CH3:17])=[CH:5][CH:4]=1.[C:19]1([CH2:25][CH2:26][C:27](Cl)=[O:28])[CH:24]=[CH:23][CH:22]=[CH:21][CH:20]=1.O. The catalyst is N1C=CC=CC=1. The product is [C:16]([NH:15][CH2:14][CH2:13][CH:9]1[C:10]2[C:6](=[CH:5][CH:4]=[C:3]([NH:2][C:27](=[O:28])[CH2:26][CH2:25][C:19]3[CH:24]=[CH:23][CH:22]=[CH:21][CH:20]=3)[C:11]=2[OH:12])[CH2:7][CH2:8]1)(=[O:18])[CH3:17]. The yield is 0.550. (3) The reactants are [OH-].[K+].[CH3:3][O:4][C:5]1[CH:6]=[C:7]([CH2:13][O:14][C:15]2[CH:16]=[C:17]([NH2:20])[NH:18][N:19]=2)[CH:8]=[C:9]([O:11][CH3:12])[CH:10]=1.C(=O)(OC(C)(C)C)[O:22][C:23]([O:25][C:26]([CH3:29])([CH3:28])[CH3:27])=O. The catalyst is O.ClCCl. The product is [NH2:20][C:17]1[N:18]([C:23]([O:25][C:26]([CH3:29])([CH3:28])[CH3:27])=[O:22])[N:19]=[C:15]([O:14][CH2:13][C:7]2[CH:6]=[C:5]([O:4][CH3:3])[CH:10]=[C:9]([O:11][CH3:12])[CH:8]=2)[CH:16]=1. The yield is 0.990. (4) The reactants are [Br:1][C:2]1[CH:3]=[C:4]2[C:9](=[CH:10][CH:11]=1)[NH:8][C:7](=O)[N:6]=[C:5]2[C:13]1[CH:18]=[CH:17][N:16]=[CH:15][CH:14]=1.S(Cl)([Cl:21])=O.CN(C=O)C. The catalyst is CCCCCC. The product is [Br:1][C:2]1[CH:3]=[C:4]2[C:9](=[CH:10][CH:11]=1)[N:8]=[C:7]([Cl:21])[N:6]=[C:5]2[C:13]1[CH:18]=[CH:17][N:16]=[CH:15][CH:14]=1. The yield is 0.950. (5) The reactants are [CH:1]([C:4]1[N:5]=[C:6]([CH2:9][CH2:10][C:11]2[CH:46]=[CH:45][N:14]3[C:15](=[O:44])[C:16]([C:30]4[N:34]([CH2:35][C:36]5[CH:41]=[CH:40][C:39]([O:42][CH3:43])=[CH:38][CH:37]=5)[N:33]=[N:32][N:31]=4)=[C:17](OS(C4C=CC(C)=CC=4)(=O)=O)[N:18]=[C:13]3[CH:12]=2)[S:7][CH:8]=1)([CH3:3])[CH3:2].[NH:47]1[CH2:52][CH2:51][O:50][CH2:49][CH2:48]1. The catalyst is O1CCCC1. The product is [CH:1]([C:4]1[N:5]=[C:6]([CH2:9][CH2:10][C:11]2[CH:46]=[CH:45][N:14]3[C:15](=[O:44])[C:16]([C:30]4[N:34]([CH2:35][C:36]5[CH:41]=[CH:40][C:39]([O:42][CH3:43])=[CH:38][CH:37]=5)[N:33]=[N:32][N:31]=4)=[C:17]([N:47]4[CH2:52][CH2:51][O:50][CH2:49][CH2:48]4)[N:18]=[C:13]3[CH:12]=2)[S:7][CH:8]=1)([CH3:3])[CH3:2]. The yield is 0.590. (6) The catalyst is C(O)C.[Zn]. The yield is 0.510. The reactants are [Cl:1][C:2]1[C:8]([O:9][C:10]2[CH:15]=[CH:14][C:13]([F:16])=[CH:12][C:11]=2[F:17])=[CH:7][C:5]([NH2:6])=[C:4]([N+:18]([O-])=O)[CH:3]=1.Cl. The product is [Cl:1][C:2]1[CH:3]=[C:4]([NH2:18])[C:5]([NH2:6])=[CH:7][C:8]=1[O:9][C:10]1[CH:15]=[CH:14][C:13]([F:16])=[CH:12][C:11]=1[F:17]. (7) The reactants are [NH2:1][C:2]1[CH:7]=[CH:6][N:5]=[CH:4][C:3]=1[CH:8]=O.Cl[CH2:11][C:12](=O)[CH3:13].[OH-:15].[Na+].Cl. No catalyst specified. The yield is 0.460. The product is [CH3:13][C:12]1[C:11]([OH:15])=[CH:8][C:3]2[C:2](=[CH:7][CH:6]=[N:5][CH:4]=2)[N:1]=1. (8) The reactants are C([O:3][C:4](=[O:17])[C:5]([CH3:16])([S:7]([CH:10]1[CH2:15][CH2:14][O:13][CH2:12][CH2:11]1)(=[O:9])=[O:8])[CH3:6])C.[OH-].[Na+]. The catalyst is O1CCOCC1.O. The product is [CH3:16][C:5]([S:7]([CH:10]1[CH2:11][CH2:12][O:13][CH2:14][CH2:15]1)(=[O:8])=[O:9])([CH3:6])[C:4]([OH:17])=[O:3]. The yield is 0.830.